Task: Predict the reactants needed to synthesize the given product.. Dataset: Full USPTO retrosynthesis dataset with 1.9M reactions from patents (1976-2016) (1) Given the product [OH:37][CH2:36][CH2:35][O:34][CH2:33][CH2:32][N:4]1[C:5](=[O:31])[C:6]2[NH:7][C:8]([O:11][C:12]3[CH:17]=[CH:16][CH:15]=[C:14]([O:18][C:19]([F:21])([F:22])[F:20])[CH:13]=3)=[N:9][C:10]=2[N:2]([CH3:1])[C:3]1=[O:44], predict the reactants needed to synthesize it. The reactants are: [CH3:1][N:2]1[C:10]2[N:9]=[C:8]([O:11][C:12]3[CH:17]=[CH:16][CH:15]=[C:14]([O:18][C:19]([F:22])([F:21])[F:20])[CH:13]=3)[N:7](COCC[Si](C)(C)C)[C:6]=2[C:5](=[O:31])[N:4]([CH2:32][CH2:33][O:34][CH2:35][CH2:36][O:37]C2CCCCO2)[C:3]1=[O:44].Cl. (2) Given the product [F:30][C:23]1[CH:24]=[CH:19][CH:18]=[CH:17][C:16]=1[N:15]([CH2:14][CH:10]1[CH2:11][CH2:12][CH2:13][N:8]([CH2:6][CH2:42][C:43]2[CH:44]=[CH:45][CH:46]=[CH:47][CH:48]=2)[CH2:9]1)[C:34](=[O:37])[CH2:51][CH3:52], predict the reactants needed to synthesize it. The reactants are: C(O[C:6]([N:8]1[CH2:13][CH2:12][CH2:11][CH:10]([CH2:14][NH:15][C:16](=O)[CH2:17][CH2:18][C:19]2[CH:24]=[CH:23]C=CC=2F)[CH2:9]1)=O)(C)(C)C.C(O)(C(F)(F)[F:30])=O.[C:34]([O-:37])([O-])=O.[K+].[K+].BrC[CH2:42][C:43]1[CH:48]=[CH:47][CH:46]=[CH:45][CH:44]=1.[OH-].[Na+].[CH3:51][C:52]#N. (3) Given the product [OH:18][CH2:19][C:20]1[N:21]=[C:22]([C:28](=[O:30])[CH3:29])[N:23]([CH2:25][CH:26]=[CH2:27])[CH:24]=1, predict the reactants needed to synthesize it. The reactants are: [Si]([O:18][CH2:19][C:20]1[N:21]=[C:22]([C:28](=[O:30])[CH3:29])[N:23]([CH2:25][CH:26]=[CH2:27])[CH:24]=1)(C(C)(C)C)(C1C=CC=CC=1)C1C=CC=CC=1.CCCC[N+](CCCC)(CCCC)CCCC.[F-]. (4) Given the product [OH:19][C:8]1([CH3:18])[C:9]2[S:13][C:12]([C:14]([O:16][CH3:17])=[O:15])=[N:11][C:10]=2[C:4]2[CH:3]=[C:2]([C:23]#[C:22][C@:24]3([OH:31])[CH2:28][CH2:27][N:26]([CH3:29])[C:25]3=[O:30])[CH:21]=[CH:20][C:5]=2[O:6][CH2:7]1, predict the reactants needed to synthesize it. The reactants are: Br[C:2]1[CH:21]=[CH:20][C:5]2[O:6][CH2:7][C:8]([OH:19])([CH3:18])[C:9]3[S:13][C:12]([C:14]([O:16][CH3:17])=[O:15])=[N:11][C:10]=3[C:4]=2[CH:3]=1.[C:22]([C@:24]1([OH:31])[CH2:28][CH2:27][N:26]([CH3:29])[C:25]1=[O:30])#[CH:23]. (5) Given the product [CH3:33][O:35][C:2]1[CH:3]=[C:4]([CH:7]=[C:8]([N:10]2[CH2:16][CH2:15][CH2:14][C:13]3[N:17]=[C:18]([C:20]4[CH:25]=[CH:24][CH:23]=[CH:22][N:21]=4)[O:19][C:12]=3[CH2:11]2)[CH:9]=1)[C:5]#[N:6], predict the reactants needed to synthesize it. The reactants are: F[C:2]1[CH:3]=[C:4]([CH:7]=[C:8]([N:10]2[CH2:16][CH2:15][CH2:14][C:13]3[N:17]=[C:18]([C:20]4[CH:25]=[CH:24][CH:23]=[CH:22][N:21]=4)[O:19][C:12]=3[CH2:11]2)[CH:9]=1)[C:5]#[N:6].BrC1C=C(C=[C:33]([O:35]C)C=1)C#N.C(Cl)Cl. (6) Given the product [CH2:1]([N:9]1[CH:14]2[CH2:15][CH2:16][CH:10]1[CH2:11][C:12](=[C:17]([C:27]1[CH:32]=[CH:31][CH:30]=[CH:29][CH:28]=1)[C:18]1[CH:26]=[CH:25][C:21]([C:22]([Cl:35])=[O:23])=[CH:20][CH:19]=1)[CH2:13]2)[CH2:2][C:3]1[CH:8]=[CH:7][CH:6]=[CH:5][CH:4]=1, predict the reactants needed to synthesize it. The reactants are: [CH2:1]([N:9]1[CH:14]2[CH2:15][CH2:16][CH:10]1[CH2:11][C:12](=[C:17]([C:27]1[CH:32]=[CH:31][CH:30]=[CH:29][CH:28]=1)[C:18]1[CH:26]=[CH:25][C:21]([C:22](O)=[O:23])=[CH:20][CH:19]=1)[CH2:13]2)[CH2:2][C:3]1[CH:8]=[CH:7][CH:6]=[CH:5][CH:4]=1.S(Cl)([Cl:35])=O. (7) Given the product [Cl:12][CH2:13][C:14]1[N:15]([CH2:27][CH:28]([CH3:30])[CH3:29])[C:16]2[C:25]3[CH:24]=[CH:23][CH:22]=[CH:21][C:20]=3[N:19]=[C:18]([NH2:32])[C:17]=2[N:26]=1, predict the reactants needed to synthesize it. The reactants are: ClC1C=C(C=CC=1)C(OO)=O.[Cl:12][CH2:13][C:14]1[N:15]([CH2:27][CH:28]([CH3:30])[CH3:29])[C:16]2[C:25]3[CH:24]=[CH:23][CH:22]=[CH:21][C:20]=3[N:19]=[CH:18][C:17]=2[N:26]=1.[OH-].[NH4+:32].C1(C)C=CC(S(Cl)(=O)=O)=CC=1. (8) Given the product [Br:13][C:10]1[CH:11]=[CH:12][C:7]([CH2:6][N:18]2[CH:19]=[CH:20][CH:21]=[N:16][C:17]2=[O:22])=[CH:8][C:9]=1[Cl:14], predict the reactants needed to synthesize it. The reactants are: CS(O[CH2:6][C:7]1[CH:12]=[CH:11][C:10]([Br:13])=[C:9]([Cl:14])[CH:8]=1)(=O)=O.Cl.[N:16]1[CH:21]=[CH:20][CH:19]=[N:18][C:17]=1[OH:22].C(=O)([O-])[O-].[K+].[K+].